Dataset: Full USPTO retrosynthesis dataset with 1.9M reactions from patents (1976-2016). Task: Predict the reactants needed to synthesize the given product. (1) Given the product [CH2:1]([C:3]1[CH:4]=[C:5]2[C:9](=[CH:10][CH:11]=1)[NH:8][CH:7]=[C:6]2[CH2:12][CH2:13][C:14]([OH:16])=[O:15])[CH3:2], predict the reactants needed to synthesize it. The reactants are: [CH2:1]([C:3]1[CH:4]=[C:5]2[C:9](=[CH:10][CH:11]=1)[NH:8][CH:7]=[C:6]2[CH2:12][CH:13](C(O)=O)[C:14]([OH:16])=[O:15])[CH3:2].C(=O)=O. (2) Given the product [CH:11]1([CH2:20][OH:21])[C:19]2[C:14](=[CH:15][CH:16]=[CH:17][CH:18]=2)[CH2:13][CH2:12]1, predict the reactants needed to synthesize it. The reactants are: [H-].[H-].[H-].[H-].[Li+].[Al+3].[Al+3].[Cl-].[Cl-].[Cl-].[CH:11]1([C:20](O)=[O:21])[C:19]2[C:14](=[CH:15][CH:16]=[CH:17][CH:18]=2)[CH2:13][CH2:12]1. (3) Given the product [CH:28]([NH:35][C:36]([N:19]1[CH2:18][CH2:17][N:16]([C:8]([C:10]2[CH:15]=[CH:14][CH:13]=[CH:12][CH:11]=2)([CH:5]2[CH2:6][CH2:7][N:2]([CH3:1])[CH2:3][CH2:4]2)[CH3:9])[CH2:21][CH2:20]1)=[O:37])([C:29]1[CH:30]=[CH:31][CH:32]=[CH:33][CH:34]=1)[C:22]1[CH:27]=[CH:26][CH:25]=[CH:24][CH:23]=1, predict the reactants needed to synthesize it. The reactants are: [CH3:1][N:2]1[CH2:7][CH2:6][CH:5]([C:8]([N:16]2[CH2:21][CH2:20][NH:19][CH2:18][CH2:17]2)([C:10]2[CH:15]=[CH:14][CH:13]=[CH:12][CH:11]=2)[CH3:9])[CH2:4][CH2:3]1.[C:22]1([CH:28]([N:35]=[C:36]=[O:37])[C:29]2[CH:34]=[CH:33][CH:32]=[CH:31][CH:30]=2)[CH:27]=[CH:26][CH:25]=[CH:24][CH:23]=1. (4) The reactants are: [N:1]1([C:7]2[C:12]([C:13]([F:16])([F:15])[F:14])=[CH:11]C(C#N)=[CH:9][N:8]=2)[CH2:6][CH2:5][O:4][CH2:3][CH2:2]1.[OH-:19].[Na+].[CH3:21][CH2:22][OH:23]. Given the product [F:14][C:13]([F:16])([F:15])[C:12]1[C:7]([N:1]2[CH2:6][CH2:5][O:4][CH2:3][CH2:2]2)=[N:8][CH:9]=[C:21]([CH:11]=1)[C:22]([OH:19])=[O:23], predict the reactants needed to synthesize it. (5) Given the product [Cl:1][C:2]1[CH:3]=[C:4]([C:16]([NH:18][C@H:19]([C:21]2[CH:29]=[CH:28][C:24]([C:25]([OH:27])=[O:26])=[CH:23][CH:22]=2)[CH3:20])=[O:17])[C:5]([O:8][C:9]2[CH:14]=[CH:13][CH:12]=[C:11]([C:33]3[CH:34]=[CH:35][N:30]=[CH:31][CH:32]=3)[CH:10]=2)=[N:6][CH:7]=1, predict the reactants needed to synthesize it. The reactants are: [Cl:1][C:2]1[CH:3]=[C:4]([C:16]([NH:18][C@H:19]([C:21]2[CH:29]=[CH:28][C:24]([C:25]([OH:27])=[O:26])=[CH:23][CH:22]=2)[CH3:20])=[O:17])[C:5]([O:8][C:9]2[CH:14]=[CH:13][CH:12]=[C:11](F)[CH:10]=2)=[N:6][CH:7]=1.[N:30]1[CH:35]=[CH:34][C:33](C2C=C(O)C=CC=2)=[CH:32][CH:31]=1.